Dataset: Peptide-MHC class I binding affinity with 185,985 pairs from IEDB/IMGT. Task: Regression. Given a peptide amino acid sequence and an MHC pseudo amino acid sequence, predict their binding affinity value. This is MHC class I binding data. (1) The MHC is HLA-B40:01 with pseudo-sequence HLA-B40:01. The peptide sequence is ITIPIGLYL. The binding affinity (normalized) is 0.0847. (2) The peptide sequence is MTAASYARY. The MHC is HLA-B58:01 with pseudo-sequence HLA-B58:01. The binding affinity (normalized) is 0.851. (3) The peptide sequence is EVIEQWHSL. The MHC is HLA-A03:01 with pseudo-sequence HLA-A03:01. The binding affinity (normalized) is 0.0847.